Dataset: NCI-60 drug combinations with 297,098 pairs across 59 cell lines. Task: Regression. Given two drug SMILES strings and cell line genomic features, predict the synergy score measuring deviation from expected non-interaction effect. (1) Drug 2: CS(=O)(=O)OCCCCOS(=O)(=O)C. Cell line: U251. Drug 1: CC1=C2C(C(=O)C3(C(CC4C(C3C(C(C2(C)C)(CC1OC(=O)C(C(C5=CC=CC=C5)NC(=O)OC(C)(C)C)O)O)OC(=O)C6=CC=CC=C6)(CO4)OC(=O)C)OC)C)OC. Synergy scores: CSS=37.7, Synergy_ZIP=-5.47, Synergy_Bliss=-7.58, Synergy_Loewe=-21.4, Synergy_HSA=-5.15. (2) Drug 1: COC1=NC(=NC2=C1N=CN2C3C(C(C(O3)CO)O)O)N. Drug 2: C1=CC=C(C=C1)NC(=O)CCCCCCC(=O)NO. Cell line: ACHN. Synergy scores: CSS=2.97, Synergy_ZIP=-0.794, Synergy_Bliss=-0.122, Synergy_Loewe=-7.77, Synergy_HSA=-2.50. (3) Drug 1: C1=CC(=CC=C1C#N)C(C2=CC=C(C=C2)C#N)N3C=NC=N3. Drug 2: CC1=CC=C(C=C1)C2=CC(=NN2C3=CC=C(C=C3)S(=O)(=O)N)C(F)(F)F. Cell line: SK-OV-3. Synergy scores: CSS=-0.565, Synergy_ZIP=0.382, Synergy_Bliss=0.298, Synergy_Loewe=-0.0543, Synergy_HSA=-0.805. (4) Drug 1: C(=O)(N)NO. Drug 2: C1CN(P(=O)(OC1)NCCCl)CCCl. Cell line: EKVX. Synergy scores: CSS=-0.681, Synergy_ZIP=0.637, Synergy_Bliss=-1.86, Synergy_Loewe=-3.11, Synergy_HSA=-4.04. (5) Drug 1: CC1=CC=C(C=C1)C2=CC(=NN2C3=CC=C(C=C3)S(=O)(=O)N)C(F)(F)F. Drug 2: C(CCl)NC(=O)N(CCCl)N=O. Cell line: SK-MEL-5. Synergy scores: CSS=4.78, Synergy_ZIP=-0.301, Synergy_Bliss=2.77, Synergy_Loewe=-1.39, Synergy_HSA=0.491. (6) Drug 1: CN1C(=O)N2C=NC(=C2N=N1)C(=O)N. Drug 2: C1C(C(OC1N2C=NC3=C2NC=NCC3O)CO)O. Cell line: U251. Synergy scores: CSS=1.97, Synergy_ZIP=-3.78, Synergy_Bliss=-8.03, Synergy_Loewe=-8.38, Synergy_HSA=-7.94. (7) Drug 1: C1=CC=C(C(=C1)C(C2=CC=C(C=C2)Cl)C(Cl)Cl)Cl. Drug 2: C1=NC2=C(N1)C(=S)N=CN2. Cell line: UACC-257. Synergy scores: CSS=17.6, Synergy_ZIP=-6.14, Synergy_Bliss=2.80, Synergy_Loewe=-16.9, Synergy_HSA=3.66.